From a dataset of Forward reaction prediction with 1.9M reactions from USPTO patents (1976-2016). Predict the product of the given reaction. (1) Given the reactants [CH:1](=[O:8])[CH2:2][CH2:3][CH2:4][CH2:5][CH:6]=[CH2:7].[C-:9]#[N:10].[Na+], predict the reaction product. The product is: [OH:8][CH:1]([CH2:2][CH2:3][CH2:4][CH2:5][CH:6]=[CH2:7])[C:9]#[N:10]. (2) The product is: [CH2:1]1[CH2:14][O:13][C:8]23[O:9][CH2:10][CH2:11][O:12][C:3]2([C@:4]2([CH2:27][CH2:26][C@H:25]4[C@@H:15](/[C:16](=[N:56]/[OH:57])/[CH2:17][CH:18]5[C@:23]4([CH3:24])[CH2:22][CH2:21][CH2:20][CH2:19]5)[C@@H:6]2[CH2:7]3)[CH3:5])[O:2]1. Given the reactants [CH2:1]1[CH2:14][O:13][C:8]23[O:9][CH2:10][CH2:11][O:12][C:3]2([C@:4]2([CH2:27][CH2:26][C@H:25]4[C@@H:15]([C:16](=O)[CH2:17][CH:18]5[C@:23]4([CH3:24])[CH2:22][CH2:21][CH2:20][CH2:19]5)[C@@H:6]2[CH2:7]3)[CH3:5])[O:2]1.C1COC23OCCOC2([C@]2(CC[C@H]4[C@@H](C/C(=[N:56]\[OH:57])/C5[C@]4(C)CCCC5)[C@@H]2C3)C)O1, predict the reaction product. (3) Given the reactants [Cl:1][C:2]1[CH:14]=[C:13]2[C:5]([C:6]3[CH2:7][CH2:8][CH2:9][C:10]([C:30]([F:33])([F:32])[F:31])([O:25][Si](C)(C)C)[C:11]=3[N:12]2S(C2C=CC(C)=CC=2)(=O)=O)=[CH:4][C:3]=1[F:34].[OH-].[K+].CCO, predict the reaction product. The product is: [Cl:1][C:2]1[CH:14]=[C:13]2[C:5]([C:6]3[CH2:7][CH2:8][CH2:9][C:10]([C:30]([F:33])([F:31])[F:32])([OH:25])[C:11]=3[NH:12]2)=[CH:4][C:3]=1[F:34]. (4) Given the reactants [CH3:1][O:2][CH2:3][C@H:4]([CH3:33])[O:5][C:6]1[CH:7]=[C:8]([CH:20]=[C:21]([C:23]2[NH:24][C:25]([C:28]3[S:29][CH:30]=[CH:31][N:32]=3)=[CH:26][CH:27]=2)[CH:22]=1)[O:9][C:10]1[N:11]=[CH:12][C:13]([C:16]([O:18]C)=[O:17])=[N:14][CH:15]=1.O.O.[OH-].[Li+], predict the reaction product. The product is: [CH3:1][O:2][CH2:3][C@H:4]([CH3:33])[O:5][C:6]1[CH:7]=[C:8]([CH:20]=[C:21]([C:23]2[NH:24][C:25]([C:28]3[S:29][CH:30]=[CH:31][N:32]=3)=[CH:26][CH:27]=2)[CH:22]=1)[O:9][C:10]1[N:11]=[CH:12][C:13]([C:16]([OH:18])=[O:17])=[N:14][CH:15]=1. (5) Given the reactants C(O[C:5]1[C:10]([Cl:11])=[CH:9][C:8]([C:12]2[O:16][N:15]=[C:14]([C:17]3[N:18]=[C:19]4[C:24]([Cl:25])=[CH:23][C:22]([C:26]([F:29])([F:28])[F:27])=[CH:21][N:20]4[CH:30]=3)[N:13]=2)=[C:7]([Cl:31])[CH:6]=1)C=C.C[N+]1([O-])CC[O:36]CC1.[CH3:40][C:41]([CH3:43])=[O:42].[OH2:44], predict the reaction product. The product is: [Cl:11][C:10]1[CH:9]=[C:8]([C:12]2[O:16][N:15]=[C:14]([C:17]3[N:18]=[C:19]4[C:24]([Cl:25])=[CH:23][C:22]([C:26]([F:29])([F:28])[F:27])=[CH:21][N:20]4[CH:30]=3)[N:13]=2)[C:7]([Cl:31])=[CH:6][C:5]=1[O:44][CH2:40][CH:41]([OH:42])[CH2:43][OH:36]. (6) The product is: [Cl:1][C:2]1[C:7]([O:8][CH2:10][CH2:11][O:12][C:13]2[CH:18]=[CH:17][CH:16]=[CH:15][CH:14]=2)=[CH:6][CH:5]=[CH:4][N:3]=1. Given the reactants [Cl:1][C:2]1[C:7]([OH:8])=[CH:6][CH:5]=[CH:4][N:3]=1.Br[CH2:10][CH2:11][O:12][C:13]1[CH:18]=[CH:17][CH:16]=[CH:15][CH:14]=1.C([O-])([O-])=O.[K+].[K+], predict the reaction product.